This data is from Full USPTO retrosynthesis dataset with 1.9M reactions from patents (1976-2016). The task is: Predict the reactants needed to synthesize the given product. Given the product [CH3:7][CH2:6][N:3]([CH:19]([CH3:23])[CH3:20])[CH:4]([CH3:5])[CH3:8], predict the reactants needed to synthesize it. The reactants are: [CH3:8]C[NH+:3]([CH2:6][CH3:7])[CH2:4][CH3:5].[CH3:8]C[NH+:3]([CH2:6][CH3:7])[CH2:4][CH3:5].C([O-])([O-])=O.[CH2:19]1[CH2:23]OC[CH2:20]1.